This data is from Full USPTO retrosynthesis dataset with 1.9M reactions from patents (1976-2016). The task is: Predict the reactants needed to synthesize the given product. (1) Given the product [C:8]([O:12][C:13]([C:15]1[N:16]([CH2:24][C:25](=[O:42])[CH2:26][O:27][C:28]2[CH:33]=[CH:32][C:31]([CH2:34][CH2:35][CH2:36][CH2:37][CH2:38][CH2:39][CH2:40][CH3:41])=[CH:30][CH:29]=2)[C:17]2[C:22]([CH:23]=1)=[CH:21][CH:20]=[CH:19][CH:18]=2)=[O:14])([CH3:11])([CH3:10])[CH3:9], predict the reactants needed to synthesize it. The reactants are: C(OC(=O)C)(=O)C.[C:8]([O:12][C:13]([C:15]1[N:16]([CH2:24][CH:25]([OH:42])[CH2:26][O:27][C:28]2[CH:33]=[CH:32][C:31]([CH2:34][CH2:35][CH2:36][CH2:37][CH2:38][CH2:39][CH2:40][CH3:41])=[CH:30][CH:29]=2)[C:17]2[C:22]([CH:23]=1)=[CH:21][CH:20]=[CH:19][CH:18]=2)=[O:14])([CH3:11])([CH3:10])[CH3:9].C(=O)([O-])O.[Na+].[Na+].[Cl-]. (2) Given the product [CH2:38]([O:40][SiH:41]([O:45][CH2:46][CH3:47])[O:42][CH2:43][CH3:44])[CH3:39].[CH:10]1[C:11]2[C:32]3[C:27]4[C:26](=[CH:25][CH:24]=[C:23]5[C:28]=4[C:29]4[C:20](=[CH:19][CH:18]=[C:17]6[C:30]=4[C:31]=3[C:14](=[CH:13][CH:12]=2)[CH:15]=[CH:16]6)[CH:21]=[CH:22]5)[CH:9]=1, predict the reactants needed to synthesize it. The reactants are: C1C(=O)N(Cl)C(=O)C1.[CH:9]1[C:26]2[C:27]3[C:32]4[C:11](=[CH:12][CH:13]=[C:14]5[C:31]=4[C:30]4[C:17](=[CH:18][CH:19]=[C:20]6[C:29]=4[C:28]=3[C:23](=[CH:24][CH:25]=2)[CH:22]=[CH:21]6)[CH:16]=[CH:15]5)[CH:10]=1.[Li]CCCC.[CH2:38]([O:40][SiH:41]([O:45][CH2:46][CH3:47])[O:42][CH2:43][CH3:44])[CH3:39]. (3) Given the product [F:1][C:2]1[C:10]([CH3:11])=[CH:9][CH:8]=[CH:7][C:3]=1[C:4]([N:14]([O:15][CH3:16])[CH3:13])=[O:5], predict the reactants needed to synthesize it. The reactants are: [F:1][C:2]1[C:10]([CH3:11])=[CH:9][CH:8]=[CH:7][C:3]=1[C:4](O)=[O:5].Cl.[CH3:13][NH:14][O:15][CH3:16].C(Cl)(=O)C(Cl)=O. (4) Given the product [Cl:1][C:2]1[CH:10]=[CH:9][CH:8]=[C:7]2[C:3]=1[C:4](=[O:12])[C:5](=[O:11])[N:6]2[CH2:34][C:33]1[CH:36]=[CH:37][CH:38]=[CH:39][C:32]=1[Cl:31], predict the reactants needed to synthesize it. The reactants are: [Cl:1][C:2]1[CH:10]=[CH:9][CH:8]=[C:7]2[C:3]=1[C:4](=[O:12])[C:5](=[O:11])[NH:6]2.C(N=P1(N(CC)CC)N(C)CCCN1C)(C)(C)C.[Cl:31][C:32]1[CH:39]=[CH:38][CH:37]=[CH:36][C:33]=1[CH2:34]Br.